This data is from Catalyst prediction with 721,799 reactions and 888 catalyst types from USPTO. The task is: Predict which catalyst facilitates the given reaction. (1) Reactant: [F:1][C:2]1[C:7]([O:8][CH3:9])=[CH:6][CH:5]=[CH:4][C:3]=1[C@@H:10]1[C:16]2[CH:17]=[C:18]([C:21]([F:24])([F:23])[F:22])[CH:19]=[CH:20][C:15]=2[N:14]2[C:25]([C:28]([F:31])([F:30])[F:29])=[N:26][N:27]=[C:13]2[C@@H:12]([CH2:32][C:33]([O:35][CH2:36][CH3:37])=[O:34])[O:11]1.CCCCCC. Product: [F:1][C:2]1[C:7]([O:8][CH3:9])=[CH:6][CH:5]=[CH:4][C:3]=1[C@@H:10]1[C:16]2[CH:17]=[C:18]([C:21]([F:22])([F:23])[F:24])[CH:19]=[CH:20][C:15]=2[N:14]2[C:25]([C:28]([F:31])([F:29])[F:30])=[N:26][N:27]=[C:13]2[C@@H:12]([CH2:32][C:33]([O:35][CH2:36][CH3:37])=[O:34])[O:11]1.[F:1][C:2]1[C:7]([O:8][CH3:9])=[CH:6][CH:5]=[CH:4][C:3]=1[C@H:10]1[C:16]2[CH:17]=[C:18]([C:21]([F:22])([F:23])[F:24])[CH:19]=[CH:20][C:15]=2[N:14]2[C:25]([C:28]([F:31])([F:29])[F:30])=[N:26][N:27]=[C:13]2[C@H:12]([CH2:32][C:33]([O:35][CH2:36][CH3:37])=[O:34])[O:11]1. The catalyst class is: 8. (2) Reactant: C1C=CC(P(C2C=CC(CCC(F)(F)C(F)(F)C(F)(F)C(F)(F)C(F)(F)C(F)(F)C(F)(F)C(F)(F)F)=CC=2)C2C=CC=CC=2)=CC=1.[OH:47][CH2:48][C@@H:49]1[NH:53][C:52](=[O:54])[CH2:51][CH2:50]1.[Br:55][C:56]1[CH:57]=[N:58][CH:59]=[C:60](O)[CH:61]=1. Product: [Br:55][C:56]1[CH:61]=[C:60]([O:47][CH2:48][C@@H:49]2[NH:53][C:52](=[O:54])[CH2:51][CH2:50]2)[CH:59]=[N:58][CH:57]=1. The catalyst class is: 1. (3) Reactant: [CH2:1]([C:3]1[CH:4]=[N:5][C:6]([N:9]2[CH2:14][CH2:13][CH:12]([C@H:15]3[CH2:17][C@H:16]3[CH2:18][O:19][CH2:20][C:21]3[CH:26]=[CH:25][C:24]([CH2:27][CH:28]=[O:29])=[CH:23][CH:22]=3)[CH2:11][CH2:10]2)=[N:7][CH:8]=1)[CH3:2].[BH4-].[Na+]. Product: [CH2:1]([C:3]1[CH:4]=[N:5][C:6]([N:9]2[CH2:10][CH2:11][CH:12]([C@H:15]3[CH2:17][C@H:16]3[CH2:18][O:19][CH2:20][C:21]3[CH:22]=[CH:23][C:24]([CH2:27][CH2:28][OH:29])=[CH:25][CH:26]=3)[CH2:13][CH2:14]2)=[N:7][CH:8]=1)[CH3:2]. The catalyst class is: 61. (4) Reactant: [C:1]([O:5][C@@H:6]([C:11]1[C:40]([CH3:41])=[C:39]([CH:42]=O)[C:38]2=[N:44][C:35]3=[CH:36][N:37]2[C:12]=1[N:13]1[CH2:49][CH2:48][C:16]([CH3:50])([O:17][CH2:18][CH2:19][CH2:20][CH2:21][C@H:22]([CH3:47])[O:23][C:24]2[CH:25]=[CH:26][C:27]([F:46])=[CH:28][C:29]=2[C:30]2[CH:45]=[C:34]3[CH:33]=[CH:32][CH:31]=2)[CH2:15][CH2:14]1)[C:7]([O:9][CH3:10])=[O:8])([CH3:4])([CH3:3])[CH3:2].[CH3:51][CH:52]([NH2:54])[CH3:53].C([BH3-])#N.[Na+]. Product: [C:1]([O:5][C@@H:6]([C:11]1[C:40]([CH3:41])=[C:39]([CH2:42][NH:54][CH:52]([CH3:53])[CH3:51])[C:38]2=[N:44][C:35]3=[CH:36][N:37]2[C:12]=1[N:13]1[CH2:49][CH2:48][C:16]([CH3:50])([O:17][CH2:18][CH2:19][CH2:20][CH2:21][C@H:22]([CH3:47])[O:23][C:24]2[CH:25]=[CH:26][C:27]([F:46])=[CH:28][C:29]=2[C:30]2[CH:45]=[C:34]3[CH:33]=[CH:32][CH:31]=2)[CH2:15][CH2:14]1)[C:7]([O:9][CH3:10])=[O:8])([CH3:4])([CH3:2])[CH3:3]. The catalyst class is: 83. (5) Reactant: [CH3:1][O:2][C:3]1[CH:8]=[CH:7][C:6]([C:9]2[N:10]=[C:11]([CH:22]3[CH2:27][CH2:26][N:25]([C:28](Cl)=[O:29])[CH2:24][CH2:23]3)[O:12][C:13]=2[C:14]2[CH:19]=[CH:18][C:17]([O:20][CH3:21])=[CH:16][CH:15]=2)=[CH:5][CH:4]=1.[OH:31][NH:32][CH2:33][CH2:34][C:35]([O:37][CH2:38][CH3:39])=[O:36].C(N(CC)CC)C.O. Product: [CH3:1][O:2][C:3]1[CH:8]=[CH:7][C:6]([C:9]2[N:10]=[C:11]([CH:22]3[CH2:27][CH2:26][N:25]([C:28](=[O:29])[N:32]([OH:31])[CH2:33][CH2:34][C:35]([O:37][CH2:38][CH3:39])=[O:36])[CH2:24][CH2:23]3)[O:12][C:13]=2[C:14]2[CH:19]=[CH:18][C:17]([O:20][CH3:21])=[CH:16][CH:15]=2)=[CH:5][CH:4]=1. The catalyst class is: 7. (6) Reactant: [F:1][C:2]1([F:9])[CH2:7][CH2:6][CH:5]([NH2:8])[CH2:4][CH2:3]1.C[Al](C)C.[Cl:14][C:15]1[CH:20]=[C:19]([Cl:21])[CH:18]=[CH:17][C:16]=1[N:22]1[C:26]([C:27]2[CH:32]=[CH:31][C:30]([O:33][CH2:34][CH2:35][C:36]([F:39])([F:38])[F:37])=[CH:29][CH:28]=2)=[C:25]([CH2:40][OH:41])[C:24]([C:42](OCC)=[O:43])=[N:23]1.Cl. Product: [Cl:14][C:15]1[CH:20]=[C:19]([Cl:21])[CH:18]=[CH:17][C:16]=1[N:22]1[C:26]([C:27]2[CH:28]=[CH:29][C:30]([O:33][CH2:34][CH2:35][C:36]([F:37])([F:38])[F:39])=[CH:31][CH:32]=2)=[C:25]([CH2:40][OH:41])[C:24]([C:42]([NH:8][CH:5]2[CH2:6][CH2:7][C:2]([F:9])([F:1])[CH2:3][CH2:4]2)=[O:43])=[N:23]1. The catalyst class is: 260. (7) Reactant: [C:1]1([P:7](=[O:10])([OH:9])[OH:8])[CH:6]=[CH:5][CH:4]=[CH:3][CH:2]=1.S(=O)(=O)(O)O.[N+:16]([O-])([OH:18])=[O:17]. Product: [N+:16]([C:3]1[CH:2]=[C:1]([P:7](=[O:9])([OH:8])[OH:10])[CH:6]=[CH:5][CH:4]=1)([O-:18])=[O:17]. The catalyst class is: 6. (8) Reactant: F[C:2]1[C:10]([F:11])=[C:9]([F:12])[CH:8]=[CH:7][C:3]=1[C:4]([OH:6])=[O:5].[F:13][C:14]1[CH:20]=[C:19]([C:21]#[C:22][CH2:23][O:24][CH:25]2[CH2:30][CH2:29][CH2:28][CH2:27][O:26]2)[CH:18]=[CH:17][C:15]=1[NH2:16].[Li+].C[Si]([N-][Si](C)(C)C)(C)C. Product: [F:11][C:10]1[C:2]([NH:16][C:15]2[CH:17]=[CH:18][C:19]([C:21]#[C:22][CH2:23][O:24][CH:25]3[CH2:30][CH2:29][CH2:28][CH2:27][O:26]3)=[CH:20][C:14]=2[F:13])=[C:3]([CH:7]=[CH:8][C:9]=1[F:12])[C:4]([OH:6])=[O:5]. The catalyst class is: 1. (9) Reactant: [NH2:1][CH2:2][CH2:3][CH2:4][CH2:5][CH2:6][OH:7].C(=O)([O-])[O-].[K+].[K+].[O:14]=[C:15]1[C:23]2[C:18](=[CH:19][CH:20]=[CH:21][CH:22]=2)[C:17](=[O:24])N1C(OCC)=O.O. Product: [OH:7][CH2:6][CH2:5][CH2:4][CH2:3][CH2:2][N:1]1[C:15](=[O:14])[C:23]2[C:18](=[CH:19][CH:20]=[CH:21][CH:22]=2)[C:17]1=[O:24]. The catalyst class is: 7. (10) Reactant: [C:1]([NH:7][C:8]1[CH:13]=[CH:12][CH:11]=[CH:10][N:9]=1)(=[O:6])[C:2]([CH3:5])([CH3:4])[CH3:3].C([Li])CCC.CN(C)[CH:21]=[O:22].Cl.C(=O)([O-])[O-].[K+].[K+]. Product: [CH:21]([C:13]1[C:8]([NH:7][C:1](=[O:6])[C:2]([CH3:5])([CH3:4])[CH3:3])=[N:9][CH:10]=[CH:11][CH:12]=1)=[O:22]. The catalyst class is: 7.